Dataset: Full USPTO retrosynthesis dataset with 1.9M reactions from patents (1976-2016). Task: Predict the reactants needed to synthesize the given product. (1) Given the product [ClH:1].[C:35]([N:38]1[CH2:39][CH2:40][CH:41]([C:44]([N:26]2[CH2:27][CH2:28][C@H:23]([NH:22][CH2:21][C:6]3[CH:7]=[C:8]([C:11]4[CH:16]=[CH:15][CH:14]=[CH:13][C:12]=4[S:17]([CH3:20])(=[O:19])=[O:18])[CH:9]=[CH:10][C:5]=3[O:4][CH3:3])[C@H:24]([C:29]3[CH:34]=[CH:33][CH:32]=[CH:31][CH:30]=3)[CH2:25]2)=[O:45])[CH2:42][CH2:43]1)(=[O:37])[CH3:36], predict the reactants needed to synthesize it. The reactants are: [ClH:1].Cl.[CH3:3][O:4][C:5]1[CH:10]=[CH:9][C:8]([C:11]2[CH:16]=[CH:15][CH:14]=[CH:13][C:12]=2[S:17]([CH3:20])(=[O:19])=[O:18])=[CH:7][C:6]=1[CH2:21][NH:22][C@H:23]1[CH2:28][CH2:27][NH:26][CH2:25][C@H:24]1[C:29]1[CH:34]=[CH:33][CH:32]=[CH:31][CH:30]=1.[C:35]([N:38]1[CH2:43][CH2:42][CH:41]([C:44](O)=[O:45])[CH2:40][CH2:39]1)(=[O:37])[CH3:36].CCN=C=NCCCN(C)C.C1C=CC2N(O)N=NC=2C=1.Cl.C(OCC)(=O)C. (2) Given the product [CH2:29]([N:14]([CH2:12][CH3:13])[CH2:15][CH2:16][CH2:17][NH:18][C:19]([C:21]1[NH:22][C:23]([CH:27]=[C:5]2[C:4]3[C:8](=[CH:9][CH:10]=[C:2]([Br:1])[CH:3]=3)[NH:7][C:6]2=[O:11])=[CH:24][C:25]=1[CH3:26])=[O:20])[CH3:30], predict the reactants needed to synthesize it. The reactants are: [Br:1][C:2]1[CH:3]=[C:4]2[C:8](=[CH:9][CH:10]=1)[NH:7][C:6](=[O:11])[CH2:5]2.[CH2:12]([N:14]([CH2:29][CH3:30])[CH2:15][CH2:16][CH2:17][NH:18][C:19]([C:21]1[NH:22][C:23]([CH:27]=O)=[CH:24][C:25]=1[CH3:26])=[O:20])[CH3:13]. (3) Given the product [C:1]([C:5]1[CH:14]=[CH:13][C:12]([NH2:15])=[CH:11][C:6]=1[CH2:7][OH:8])([CH3:4])([CH3:2])[CH3:3], predict the reactants needed to synthesize it. The reactants are: [C:1]([C:5]1[CH:14]=[CH:13][C:12]([NH2:15])=[CH:11][C:6]=1[C:7](OC)=[O:8])([CH3:4])([CH3:3])[CH3:2].[H-].[H-].[H-].[H-].[Li+].[Al+3]. (4) The reactants are: C(OC([N:8]1[CH2:12][C@@H:11]([CH2:13][N:14]([CH:31]([CH3:33])[CH3:32])[C:15](=[O:30])[C:16]2[CH:21]=[CH:20][C:19]([O:22][CH3:23])=[C:18]([O:24][CH2:25][CH2:26][CH2:27][O:28][CH3:29])[CH:17]=2)[C@H:10]([CH:34]=O)[CH2:9]1)=O)(C)(C)C.[CH:36]([NH2:39])([CH3:38])[CH3:37].[BH4-].[Na+]. Given the product [CH:31]([N:14]([CH2:13][C@H:11]1[C@H:10]([CH2:34][NH:39][CH:36]([CH3:38])[CH3:37])[CH2:9][NH:8][CH2:12]1)[C:15](=[O:30])[C:16]1[CH:21]=[CH:20][C:19]([O:22][CH3:23])=[C:18]([O:24][CH2:25][CH2:26][CH2:27][O:28][CH3:29])[CH:17]=1)([CH3:33])[CH3:32], predict the reactants needed to synthesize it. (5) Given the product [Cl:16][C:17]1[CH:22]=[CH:21][C:20]([NH:23][CH2:14][CH2:13][CH2:12][N:3]2[C:4](=[O:11])[C:5]3[C:10](=[CH:9][CH:8]=[CH:7][CH:6]=3)[C:2]2=[O:1])=[CH:19][CH:18]=1, predict the reactants needed to synthesize it. The reactants are: [O:1]=[C:2]1[C:10]2[C:5](=[CH:6][CH:7]=[CH:8][CH:9]=2)[C:4](=[O:11])[N:3]1[CH2:12][CH2:13][CH:14]=O.[Cl:16][C:17]1[CH:22]=[CH:21][C:20]([NH2:23])=[CH:19][CH:18]=1.C(O[BH-](OC(=O)C)OC(=O)C)(=O)C.[Na+].C(O)(=O)C. (6) Given the product [CH2:1]([N:3]1[CH2:8][CH2:7][N:6]([CH2:9][C:10]2[CH:15]=[CH:14][C:13]([NH2:16])=[CH:12][C:11]=2[C:23]([F:26])([F:24])[F:25])[CH2:5][CH2:4]1)[CH3:2], predict the reactants needed to synthesize it. The reactants are: [CH2:1]([N:3]1[CH2:8][CH2:7][N:6]([CH2:9][C:10]2[CH:15]=[CH:14][C:13]([NH:16]C(=O)C(F)(F)F)=[CH:12][C:11]=2[C:23]([F:26])([F:25])[F:24])[CH2:5][CH2:4]1)[CH3:2].C([O-])([O-])=O.[K+].[K+]. (7) Given the product [F:1][C:2]1[C:7]([F:8])=[CH:6][C:5]2[O:9][CH:12]([CH2:14][OH:13])[CH2:11][O:10][C:4]=2[CH:3]=1, predict the reactants needed to synthesize it. The reactants are: [F:1][C:2]1[C:7]([F:8])=[CH:6][C:5]([OH:9])=[C:4]([O:10][CH2:11][CH:12]2[CH2:14][O:13]2)[CH:3]=1.[OH-].[K+].Cl.O.